This data is from hERG Central: cardiac toxicity at 1µM, 10µM, and general inhibition. The task is: Predict hERG channel inhibition at various concentrations. (1) The compound is Cc1cc(Br)ccc1NC(=O)CN1CCN(c2ccccn2)CC1. Results: hERG_inhib (hERG inhibition (general)): blocker. (2) The molecule is COc1ccccc1C(=O)Nc1ccnn1C1CCN(C(=O)c2cnsn2)CC1. Results: hERG_inhib (hERG inhibition (general)): blocker. (3) The drug is O=C(NCCN1CCN(Cc2ccccc2)CC1)c1ccc(CS(=O)(=O)c2ccc(Br)cc2)o1. Results: hERG_inhib (hERG inhibition (general)): blocker.